This data is from Forward reaction prediction with 1.9M reactions from USPTO patents (1976-2016). The task is: Predict the product of the given reaction. (1) Given the reactants [Cl:1][C:2]1[CH:3]=[CH:4][C:5]([NH:8][C:9]([C:11]2[CH:16]=[CH:15][CH:14]=[C:13]([O:17][CH3:18])[C:12]=2[NH2:19])=[O:10])=[N:6][CH:7]=1.[C:20]([C:22]1[CH:30]=[CH:29][C:25]([C:26](Cl)=[O:27])=[CH:24][CH:23]=1)#[N:21].CCCCCC, predict the reaction product. The product is: [Cl:1][C:2]1[CH:3]=[CH:4][C:5]([NH:8][C:9]([C:11]2[CH:16]=[CH:15][CH:14]=[C:13]([O:17][CH3:18])[C:12]=2[NH:19][C:26]([C:25]2[CH:29]=[CH:30][C:22]([C:20]#[N:21])=[CH:23][CH:24]=2)=[O:27])=[O:10])=[N:6][CH:7]=1. (2) Given the reactants [F:1][C:2]1[CH:7]=[CH:6][C:5]([N:8]2[CH:11]([C:12]3[CH:17]=[CH:16][C:15]([OH:18])=[CH:14][CH:13]=3)[CH:10]([CH2:19][CH2:20][CH:21]([C:23]3[CH:28]=[CH:27][C:26]([F:29])=[CH:25][CH:24]=3)[OH:22])[C:9]2=[O:30])=[CH:4][CH:3]=1.[Br:31][CH2:32][C:33]1[CH:38]=[CH:37][CH:36]=[CH:35][C:34]=1[CH2:39]Br.C(=O)([O-])[O-].[K+].[K+], predict the reaction product. The product is: [Br:31][CH2:32][C:33]1[CH:38]=[CH:37][CH:36]=[CH:35][C:34]=1[CH2:39][O:18][C:15]1[CH:14]=[CH:13][C:12]([CH:11]2[N:8]([C:5]3[CH:4]=[CH:3][C:2]([F:1])=[CH:7][CH:6]=3)[C:9](=[O:30])[CH:10]2[CH2:19][CH2:20][CH:21]([C:23]2[CH:24]=[CH:25][C:26]([F:29])=[CH:27][CH:28]=2)[OH:22])=[CH:17][CH:16]=1. (3) Given the reactants C[Si]([C:5]#[N:6])(C)C.[CH:7]([C:10]1[CH:15]=[CH:14][CH:13]=[CH:12][N+:11]=1[O-])([CH3:9])[CH3:8].C(N(CC)C(Cl)=O)C.C(=O)([O-])[O-].[K+].[K+], predict the reaction product. The product is: [CH:7]([C:10]1[N:11]=[C:12]([C:5]#[N:6])[CH:13]=[CH:14][CH:15]=1)([CH3:9])[CH3:8]. (4) Given the reactants Br[C:2]1[C:11]2[CH2:10][CH2:9][CH2:8][CH:7]([NH:12][C:13](=[O:16])[CH2:14][CH3:15])[C:6]=2[CH:5]=[N:4][CH:3]=1.[F:17][C:18]1[CH:19]=[C:20](B(O)O)[CH:21]=[CH:22][C:23]=1[C:24]([F:27])([F:26])[F:25], predict the reaction product. The product is: [F:17][C:18]1[CH:19]=[C:20]([C:2]2[C:11]3[CH2:10][CH2:9][CH2:8][CH:7]([NH:12][C:13](=[O:16])[CH2:14][CH3:15])[C:6]=3[CH:5]=[N:4][CH:3]=2)[CH:21]=[CH:22][C:23]=1[C:24]([F:25])([F:26])[F:27]. (5) Given the reactants [F:1][C:2]([F:22])([F:21])[C:3]1[CH:20]=[CH:19][CH:18]=[CH:17][C:4]=1[O:5][CH:6]1[CH2:9][N:8](C(OC(C)(C)C)=O)[CH2:7]1.[ClH:23].O1CCOCC1, predict the reaction product. The product is: [ClH:23].[F:22][C:2]([F:1])([F:21])[C:3]1[CH:20]=[CH:19][CH:18]=[CH:17][C:4]=1[O:5][CH:6]1[CH2:9][NH:8][CH2:7]1.